From a dataset of Reaction yield outcomes from USPTO patents with 853,638 reactions. Predict the reaction yield, written as a fraction of the theoretical maximum amount of product (1.0 means a 100% yield; for example, 0.34 means a 34% yield). (1) The reactants are [CH:1]1([C:6]([NH:8][C:9]2[CH:10]=[C:11]([CH:16]3[C:25]([CH3:27])([CH3:26])[CH2:24][C:23]4[C:18](=[CH:19][CH:20]=[C:21]([C:28]([O:30]C)=[O:29])[CH:22]=4)[NH:17]3)[CH:12]=[CH:13][C:14]=2[F:15])=[O:7])[CH2:5][CH2:4][CH2:3][CH2:2]1.[OH-].[Na+]. The catalyst is CO. The product is [CH:1]1([C:6]([NH:8][C:9]2[CH:10]=[C:11]([CH:16]3[C:25]([CH3:27])([CH3:26])[CH2:24][C:23]4[C:18](=[CH:19][CH:20]=[C:21]([C:28]([OH:30])=[O:29])[CH:22]=4)[NH:17]3)[CH:12]=[CH:13][C:14]=2[F:15])=[O:7])[CH2:5][CH2:4][CH2:3][CH2:2]1. The yield is 0.700. (2) The reactants are [Br:1]Br.[F:3][C:4]1[C:9]([CH2:10]O)=[C:8]([F:12])[CH:7]=[CH:6][C:5]=1[NH:13][S:14]([CH2:17][CH2:18][CH3:19])(=[O:16])=[O:15]. The catalyst is C(#N)C. The product is [Br:1][CH2:10][C:9]1[C:4]([F:3])=[C:5]([NH:13][S:14]([CH2:17][CH2:18][CH3:19])(=[O:16])=[O:15])[CH:6]=[CH:7][C:8]=1[F:12]. The yield is 0.760. (3) The reactants are [CH:1]1([NH2:7])[CH2:6][CH2:5][CH2:4][CH2:3][CH2:2]1.C([O:10][C:11]([C:13]1[C:14](=[O:24])[NH:15][C:16]2[C:21]([C:22]=1[OH:23])=[CH:20][CH:19]=[CH:18][CH:17]=2)=O)C. The catalyst is C1(C)C=CC=CC=1.O. The product is [CH:1]1([NH:7][C:11]([C:13]2[C:14](=[O:24])[NH:15][C:16]3[C:21]([C:22]=2[OH:23])=[CH:20][CH:19]=[CH:18][CH:17]=3)=[O:10])[CH2:6][CH2:5][CH2:4][CH2:3][CH2:2]1. The yield is 0.870. (4) The reactants are [CH3:1][C:2]1([CH3:15])[C:10]2[C:5](=[CH:6][CH:7]=[C:8]([C:11]([OH:13])=O)[CH:9]=2)[NH:4][C:3]1=[O:14].[CH2:16]1[C@H:25]2[C@H:20]([CH2:21][CH2:22][C:23]3[CH:29]=[CH:28][CH:27]=[CH:26][C:24]=32)[NH:19][CH2:18][CH2:17]1.F[P-](F)(F)(F)(F)F.N1(OC(N(C)C)=[N+](C)C)C2N=CC=CC=2N=N1. No catalyst specified. The product is [CH2:16]1[C@H:25]2[C@H:20]([CH2:21][CH2:22][C:23]3[CH:29]=[CH:28][CH:27]=[CH:26][C:24]=32)[N:19]([C:11]([C:8]2[CH:9]=[C:10]3[C:5](=[CH:6][CH:7]=2)[NH:4][C:3](=[O:14])[C:2]3([CH3:1])[CH3:15])=[O:13])[CH2:18][CH2:17]1. The yield is 0.190. (5) The reactants are [C:1]([C:3]([C:6]1[CH:7]=[C:8]([CH:12]=[CH:13][CH:14]=1)[C:9]([OH:11])=O)([CH3:5])[CH3:4])#[N:2].C(Cl)(=O)C(Cl)=O.O1CCCC1.[NH2:26][C:27]1[CH:28]=[C:29]([CH:44]=[CH:45][CH:46]=1)[O:30][C:31]1[CH:32]=[CH:33][C:34]2[N:35]([CH:37]=[C:38]([NH:40][C:41](=[O:43])[CH3:42])[N:39]=2)[N:36]=1. The catalyst is CN(C)C=O.CN1CCCC1=O. The product is [C:41]([NH:40][C:38]1[N:39]=[C:34]2[CH:33]=[CH:32][C:31]([O:30][C:29]3[CH:28]=[C:27]([NH:26][C:9](=[O:11])[C:8]4[CH:12]=[CH:13][CH:14]=[C:6]([C:3]([C:1]#[N:2])([CH3:4])[CH3:5])[CH:7]=4)[CH:46]=[CH:45][CH:44]=3)=[N:36][N:35]2[CH:37]=1)(=[O:43])[CH3:42]. The yield is 0.690. (6) The reactants are Br[C:2]1[CH:7]=[CH:6][C:5]([S:8]([N:11]([CH3:13])[CH3:12])(=[O:10])=[O:9])=[CH:4][C:3]=1[F:14].[C:15]([C:17]1[N:21]([CH3:22])[C:20](B(O)O)=[CH:19][CH:18]=1)#[N:16].[F-].[K+].C(P(C(C)(C)C)C(C)(C)C)(C)(C)C. The catalyst is C1C=CC(/C=C/C(/C=C/C2C=CC=CC=2)=O)=CC=1.C1C=CC(/C=C/C(/C=C/C2C=CC=CC=2)=O)=CC=1.C1C=CC(/C=C/C(/C=C/C2C=CC=CC=2)=O)=CC=1.[Pd].[Pd]. The product is [C:15]([C:17]1[N:21]([CH3:22])[C:20]([C:2]2[CH:7]=[CH:6][C:5]([S:8]([N:11]([CH3:13])[CH3:12])(=[O:10])=[O:9])=[CH:4][C:3]=2[F:14])=[CH:19][CH:18]=1)#[N:16]. The yield is 0.280. (7) The reactants are C(O)(=O)/C=C/C(O)=O.[S:9]1[CH:13]=[CH:12][C:11]2[CH:14]=[C:15]([CH:18]3[C:27]4[C:22](=[CH:23][C:24]([C:28]5[N:33]=[N:32][C:31]([N:34]([CH3:36])[CH3:35])=[CH:30][CH:29]=5)=[CH:25][CH:26]=4)[CH2:21][N:20]([CH3:37])[CH2:19]3)[CH:16]=[CH:17][C:10]1=2.N(C)C.CN(C=O)C. The catalyst is ClCCl. The product is [S:9]1[CH:13]=[CH:12][C:11]2[CH:14]=[C:15]([CH:18]3[C:27]4[C:22](=[CH:23][C:24]([C:28]5[N:33]=[N:32][C:31]([N:34]([CH3:36])[CH3:35])=[CH:30][CH:29]=5)=[CH:25][CH:26]=4)[CH2:21][N:20]([CH3:37])[CH2:19]3)[CH:16]=[CH:17][C:10]1=2. The yield is 0.980. (8) The reactants are FC1(F)CC1CN1CCN(C2SC(C(OCC)=O)=C(C)N=2)C1=O.[F:24][C:25]1([F:46])[CH2:27][CH:26]1[CH2:28][N:29]1[C:33](=[O:34])[N:32]([C:35]2[S:36][C:37]([C:41]([O:43]CC)=[O:42])=[C:38]([CH3:40])[N:39]=2)[CH:31]=[N:30]1. No catalyst specified. The product is [F:46][C:25]1([F:24])[CH2:27][CH:26]1[CH2:28][N:29]1[C:33](=[O:34])[N:32]([C:35]2[S:36][C:37]([C:41]([OH:43])=[O:42])=[C:38]([CH3:40])[N:39]=2)[CH:31]=[N:30]1. The yield is 0.180. (9) The reactants are [F:1][C:2]1[CH:3]=[C:4]2[C:8](=[CH:9][CH:10]=1)[NH:7][C:6](=[O:11])[C:5]2=[CH:12][C:13]1[CH:14]=[C:15]([CH:19]=[CH:20][CH:21]=1)[C:16](O)=[O:17].Cl.C(N=C=NCCCN(C)C)C.OC1C2N=NNC=2C=CC=1.C(N(CC)CC)C.Cl.[CH3:52][O:53][C:54](=[O:61])[CH2:55][CH2:56][CH2:57][CH2:58][CH2:59][NH2:60]. The catalyst is [Cl-].[Na+].O.CN(C=O)C. The product is [CH3:52][O:53][C:54](=[O:61])[CH2:55][CH2:56][CH2:57][CH2:58][CH2:59][NH:60][C:16](=[O:17])[C:15]1[CH:19]=[CH:20][CH:21]=[C:13]([CH:12]=[C:5]2[C:4]3[C:8](=[CH:9][CH:10]=[C:2]([F:1])[CH:3]=3)[NH:7][C:6]2=[O:11])[CH:14]=1. The yield is 0.810.